Dataset: Catalyst prediction with 721,799 reactions and 888 catalyst types from USPTO. Task: Predict which catalyst facilitates the given reaction. (1) Reactant: [Cl:1][C:2]1[C:7]([N:8]2[CH2:13][CH2:12][CH:11]([C:14]3[CH:19]=[CH:18][CH:17]=[CH:16][C:15]=3[Cl:20])[CH2:10][CH2:9]2)=[CH:6][N:5]=[N:4][C:3]=1[NH:21][NH:22][C:23](=O)[CH2:24][CH:25]1[CH2:27][CH2:26]1.P(Cl)(Cl)(Cl)=O. Product: [Cl:1][C:2]1[C:3]2[N:4]([C:23]([CH2:24][CH:25]3[CH2:27][CH2:26]3)=[N:22][N:21]=2)[N:5]=[CH:6][C:7]=1[N:8]1[CH2:13][CH2:12][CH:11]([C:14]2[CH:19]=[CH:18][CH:17]=[CH:16][C:15]=2[Cl:20])[CH2:10][CH2:9]1. The catalyst class is: 10. (2) Reactant: [F:1][C:2]1[CH:10]=[CH:9][CH:8]=[C:7]2[C:3]=1[CH:4]=[CH:5][NH:6]2.[H-].[Na+].[CH3:13][CH:14]([Si:16](Cl)([CH:20]([CH3:22])[CH3:21])[CH:17]([CH3:19])[CH3:18])[CH3:15]. Product: [F:1][C:2]1[CH:10]=[CH:9][CH:8]=[C:7]2[C:3]=1[CH:4]=[CH:5][N:6]2[Si:16]([CH:20]([CH3:22])[CH3:21])([CH:17]([CH3:19])[CH3:18])[CH:14]([CH3:15])[CH3:13]. The catalyst class is: 1.